This data is from Orexin1 receptor HTS with 218,158 compounds and 233 confirmed actives. The task is: Binary Classification. Given a drug SMILES string, predict its activity (active/inactive) in a high-throughput screening assay against a specified biological target. (1) The molecule is O=C(Nc1ccc(NC(=O)C)cc1)C(n1n2c(nc(=O)cc2C)c2c1cccc2)C. The result is 0 (inactive). (2) The molecule is Brc1cc(C(=O)NC(=S)N2CCN(CC2)Cc2cc3OCOc3cc2)ccc1. The result is 0 (inactive). (3) The drug is Clc1ccc(CNc2c([N+]([O-])=O)cccc2)cc1. The result is 0 (inactive). (4) The molecule is S(=O)(=O)(N1CCN(S(=O)(=O)c2c(cccc2)C#N)CC1)c1c(OC)cccc1. The result is 0 (inactive).